Dataset: Blood-brain barrier permeability classification from the B3DB database. Task: Regression/Classification. Given a drug SMILES string, predict its absorption, distribution, metabolism, or excretion properties. Task type varies by dataset: regression for continuous measurements (e.g., permeability, clearance, half-life) or binary classification for categorical outcomes (e.g., BBB penetration, CYP inhibition). Dataset: b3db_classification. (1) The compound is C[S+](CC[C@H](N)C(=O)O)C[C@H]1O[C@@H](n2cnc3c(N)ncnc32)[C@H](O)[C@@H]1O. The result is 1 (penetrates BBB). (2) The compound is C[C@@]12N[C@@H](Cc3ccccc31)c1ccccc12. The result is 1 (penetrates BBB). (3) The drug is CC(C)[C@H](O)C1CCCCC1. The result is 1 (penetrates BBB). (4) The drug is O=C1OC2(c3ccc(O)cc3Oc3cc(O)ccc32)c2ccccc21. The result is 0 (does not penetrate BBB).